From a dataset of hERG potassium channel inhibition data for cardiac toxicity prediction from Karim et al.. Regression/Classification. Given a drug SMILES string, predict its toxicity properties. Task type varies by dataset: regression for continuous values (e.g., LD50, hERG inhibition percentage) or binary classification for toxic/non-toxic outcomes (e.g., AMES mutagenicity, cardiotoxicity, hepatotoxicity). Dataset: herg_karim. (1) The molecule is COC1COCCC1N[C@@H]1C[C@H]2OCC[C@@]2(C(=O)N2CCc3ncc(C(F)(F)F)cc3C2)C1. The result is 0 (non-blocker). (2) The compound is Cc1ncc(CN[C@@H]2CCN(CCn3c(=O)ccc4ncc(F)cc43)C[C@@H]2F)cc1C#N. The result is 0 (non-blocker). (3) The result is 0 (non-blocker). The molecule is COc1cc2ncnc(N3CCC(NS(N)(=O)=O)CC3)c2cc1OC.